Dataset: Reaction yield outcomes from USPTO patents with 853,638 reactions. Task: Predict the reaction yield, written as a fraction of the theoretical maximum amount of product (1.0 means a 100% yield; for example, 0.34 means a 34% yield). (1) The reactants are [O:1]=[S:2]1(=[O:32])[CH:6]=[CH:5][C:4]2[CH:7]=[C:8]([C:11]3[CH:31]=[CH:30][C:14]([O:15][CH2:16][CH:17]4[CH2:22][CH2:21][N:20]([C:23]([O:25][C:26]([CH3:29])([CH3:28])[CH3:27])=[O:24])[CH2:19][CH2:18]4)=[CH:13][CH:12]=3)[CH:9]=[CH:10][C:3]1=2.[H][H]. The catalyst is C1COCC1.CCO. The product is [O:32]=[S:2]1(=[O:1])[CH2:6][CH2:5][C:4]2[CH:7]=[C:8]([C:11]3[CH:12]=[CH:13][C:14]([O:15][CH2:16][CH:17]4[CH2:18][CH2:19][N:20]([C:23]([O:25][C:26]([CH3:27])([CH3:28])[CH3:29])=[O:24])[CH2:21][CH2:22]4)=[CH:30][CH:31]=3)[CH:9]=[CH:10][C:3]1=2. The yield is 0.960. (2) The reactants are [OH:1][C:2]1[CH:3]=[CH:4][C:5]([C:8]([OH:10])=[O:9])=[N:6][CH:7]=1.OS(O)(=O)=O.[CH3:16]O. No catalyst specified. The product is [OH:1][C:2]1[CH:3]=[CH:4][C:5]([C:8]([O:10][CH3:16])=[O:9])=[N:6][CH:7]=1. The yield is 0.477. (3) The reactants are [NH:1]1[C:11]2[C:6](=[CH:7][CH:8]=[CH:9][CH:10]=2)[C:4](=[O:5])[C:2]1=[O:3].B(O)(O)[C:13]1[CH:18]=[CH:17][C:16]2[O:19][CH2:20][O:21][C:15]=2[CH:14]=1.N1C=CC=CC=1. The catalyst is ClCCl.C([O-])(=O)C.[Cu+2].C([O-])(=O)C. The product is [O:19]1[C:16]2[CH:17]=[CH:18][C:13]([N:1]3[C:11]4[C:6](=[CH:7][CH:8]=[CH:9][CH:10]=4)[C:4](=[O:5])[C:2]3=[O:3])=[CH:14][C:15]=2[O:21][CH2:20]1. The yield is 0.170. (4) The reactants are [CH3:1][N:2]([CH3:21])[C:3]1[CH:8]=[CH:7][C:6]([C:9]2[C:17]3[C:12](=[CH:13][CH:14]=[C:15]([C:18]([NH2:20])=O)[CH:16]=3)[NH:11][N:10]=2)=[CH:5][CH:4]=1.COC(OC)[N:25]([CH3:27])C.[NH2:30]N. The catalyst is C(O)(=O)C. The product is [NH:30]1[C:18]([C:15]2[CH:16]=[C:17]3[C:12](=[CH:13][CH:14]=2)[NH:11][N:10]=[C:9]3[C:6]2[CH:7]=[CH:8][C:3]([N:2]([CH3:21])[CH3:1])=[CH:4][CH:5]=2)=[N:20][CH:27]=[N:25]1. The yield is 0.293.